From a dataset of Peptide-MHC class II binding affinity with 134,281 pairs from IEDB. Regression. Given a peptide amino acid sequence and an MHC pseudo amino acid sequence, predict their binding affinity value. This is MHC class II binding data. (1) The peptide sequence is VDKIDAAFKIAATAA. The MHC is DRB4_0101 with pseudo-sequence DRB4_0103. The binding affinity (normalized) is 0.360. (2) The peptide sequence is LGHRDALEDDLLNRN. The MHC is DRB5_0101 with pseudo-sequence DRB5_0101. The binding affinity (normalized) is 0.103. (3) The peptide sequence is KSSKPLVGPFNFRFMSKGGM. The MHC is DRB3_0101 with pseudo-sequence DRB3_0101. The binding affinity (normalized) is 0.0690. (4) The binding affinity (normalized) is 0.483. The MHC is HLA-DQA10501-DQB10201 with pseudo-sequence HLA-DQA10501-DQB10201. The peptide sequence is YQSYGPSGQYTHEFD. (5) The peptide sequence is PATAWSLYAVTTAVLTPL. The MHC is DRB1_0101 with pseudo-sequence DRB1_0101. The binding affinity (normalized) is 0.499. (6) The peptide sequence is TFLANLNLTEPKSRT. The MHC is DRB1_0101 with pseudo-sequence DRB1_0101. The binding affinity (normalized) is 0.846. (7) The peptide sequence is GELWIVDKIDAAFKI. The MHC is DRB1_0404 with pseudo-sequence DRB1_0404. The binding affinity (normalized) is 0.598.